From a dataset of Peptide-MHC class I binding affinity with 185,985 pairs from IEDB/IMGT. Regression. Given a peptide amino acid sequence and an MHC pseudo amino acid sequence, predict their binding affinity value. This is MHC class I binding data. (1) The peptide sequence is GIKGLDERFV. The MHC is HLA-A68:02 with pseudo-sequence HLA-A68:02. The binding affinity (normalized) is 0.427. (2) The peptide sequence is IPRACQKSL. The MHC is HLA-A26:01 with pseudo-sequence HLA-A26:01. The binding affinity (normalized) is 0.0847.